Dataset: Catalyst prediction with 721,799 reactions and 888 catalyst types from USPTO. Task: Predict which catalyst facilitates the given reaction. (1) Reactant: [C:1](Cl)(=[O:4])[CH2:2][CH3:3].[Cl-].[Al+3].[Cl-].[Cl-].[CH2:10]([C:17]1[C:21]2[CH:22]=[CH:23][CH:24]=[CH:25][C:20]=2[O:19][C:18]=1[CH2:26][CH3:27])[C:11]1[CH:16]=[CH:15][CH:14]=[CH:13][CH:12]=1. Product: [CH2:10]([C:17]1[C:21]2[CH:22]=[CH:23][C:24]([C:1](=[O:4])[CH2:2][CH3:3])=[CH:25][C:20]=2[O:19][C:18]=1[CH2:26][CH3:27])[C:11]1[CH:12]=[CH:13][CH:14]=[CH:15][CH:16]=1. The catalyst class is: 534. (2) Reactant: [CH3:1][C:2]1[CH:3]=[C:4]([CH:7]=[CH:8][C:9]=1[N+:10]([O-:12])=[O:11])[CH2:5]Cl.[I:13][C:14]1[C:15]([C:19]([F:25])([F:24])[C:20]([F:23])([F:22])[F:21])=[N:16][NH:17][CH:18]=1.C(=O)([O-])[O-].[K+].[K+].O. Product: [I:13][C:14]1[C:15]([C:19]([F:25])([F:24])[C:20]([F:21])([F:22])[F:23])=[N:16][N:17]([CH2:5][C:4]2[CH:7]=[CH:8][C:9]([N+:10]([O-:12])=[O:11])=[C:2]([CH3:1])[CH:3]=2)[CH:18]=1. The catalyst class is: 3. (3) Reactant: [C:1]([C:3]1[CH:8]=[CH:7][C:6]([S:9]([N:12]2[CH2:17][CH2:16][N:15](C(OC(C)(C)C)=O)[CH2:14][C@@H:13]2[CH3:25])(=[O:11])=[O:10])=[C:5]([CH3:26])[CH:4]=1)#[N:2].C(O)(C(F)(F)F)=O. Product: [CH3:26][C:5]1[CH:4]=[C:3]([CH:8]=[CH:7][C:6]=1[S:9]([N:12]1[CH2:17][CH2:16][NH:15][CH2:14][C@@H:13]1[CH3:25])(=[O:10])=[O:11])[C:1]#[N:2]. The catalyst class is: 2. (4) Reactant: [Cl:1][C:2]1[CH:7]=[CH:6][CH:5]=[C:4]([C:8]([C:10]2[N:15]=[C:14]([Cl:16])[CH:13]=[C:12]([O:17][CH3:18])[N:11]=2)=[O:9])[C:3]=1[NH:19][S:20]([CH:23]([F:25])[F:24])(=[O:22])=[O:21].[C:26](=O)([O-])[O-].[K+].[K+].CI.C(OCC)(=O)C. Product: [Cl:1][C:2]1[CH:7]=[CH:6][CH:5]=[C:4]([C:8]([C:10]2[N:15]=[C:14]([Cl:16])[CH:13]=[C:12]([O:17][CH3:18])[N:11]=2)=[O:9])[C:3]=1[N:19]([CH3:26])[S:20]([CH:23]([F:24])[F:25])(=[O:22])=[O:21]. The catalyst class is: 35.